Dataset: Forward reaction prediction with 1.9M reactions from USPTO patents (1976-2016). Task: Predict the product of the given reaction. (1) Given the reactants FC(F)(F)C(O)=O.[F:8][C:9]1[CH:14]=[C:13]([F:15])[CH:12]=[CH:11][C:10]=1[N:16]1[CH:20]([C:21]2[S:22][C:23]([C:26]3[CH2:27][CH2:28][NH:29][CH2:30][CH:31]=3)=[CH:24][CH:25]=2)[CH2:19][C:18]([C:32]([F:38])([F:37])[C:33]([F:36])([F:35])[F:34])=[N:17]1.C(N(CC)CC)C.[CH3:46][S:47](Cl)(=[O:49])=[O:48], predict the reaction product. The product is: [F:8][C:9]1[CH:14]=[C:13]([F:15])[CH:12]=[CH:11][C:10]=1[N:16]1[CH:20]([C:21]2[S:22][C:23]([C:26]3[CH2:27][CH2:28][N:29]([S:47]([CH3:46])(=[O:49])=[O:48])[CH2:30][CH:31]=3)=[CH:24][CH:25]=2)[CH2:19][C:18]([C:32]([F:37])([F:38])[C:33]([F:35])([F:36])[F:34])=[N:17]1. (2) The product is: [C:1]([O:5][C:6]([N:8]1[C:16]2[C:11](=[CH:12][C:13]([O:17][C:18]3[C:19]([CH3:28])=[CH:20][C:21]([NH2:25])=[CH:22][C:23]=3[CH3:24])=[CH:14][CH:15]=2)[C:10]([CH2:29][CH2:30][CH2:31][CH2:32][CH3:33])=[N:9]1)=[O:7])([CH3:4])([CH3:3])[CH3:2]. Given the reactants [C:1]([O:5][C:6]([N:8]1[C:16]2[C:11](=[CH:12][C:13]([O:17][C:18]3[C:23]([CH3:24])=[CH:22][C:21]([N+:25]([O-])=O)=[CH:20][C:19]=3[CH3:28])=[CH:14][CH:15]=2)[C:10]([CH2:29][CH2:30][CH2:31][CH2:32][CH3:33])=[N:9]1)=[O:7])([CH3:4])([CH3:3])[CH3:2], predict the reaction product. (3) Given the reactants [F:1][CH:2]([F:5])[CH2:3][NH2:4].CN([C:9]([O:13]N1N=NC2C=CC=NC1=2)=[N+](C)C)C.F[P-](F)(F)(F)(F)F.C([N:33]([CH2:37][CH3:38])[CH:34]([CH3:36])C)(C)C.[ClH:39], predict the reaction product. The product is: [ClH:39].[F:1][CH:2]([F:5])[CH2:3][NH:4][C:9]([C@H:38]1[CH2:36][CH2:34][NH:33][CH2:37]1)=[O:13]. (4) Given the reactants [CH:1]([C:4]1([CH2:9][CH2:10][OH:11])[O:8][CH2:7][CH2:6][O:5]1)([CH3:3])[CH3:2].[CH3:12][S:13](Cl)(=[O:15])=[O:14], predict the reaction product. The product is: [CH:1]([C:4]1([CH2:9][CH2:10][O:11][S:13]([CH3:12])(=[O:15])=[O:14])[O:8][CH2:7][CH2:6][O:5]1)([CH3:3])[CH3:2]. (5) Given the reactants [Br:1][C:2]1[CH:3]=[CH:4][C:5]([Cl:11])=[C:6]([CH:10]=1)[C:7](O)=[O:8].S(Cl)([Cl:14])=O, predict the reaction product. The product is: [Br:1][C:2]1[CH:3]=[CH:4][C:5]([Cl:11])=[C:6]([CH:10]=1)[C:7]([Cl:14])=[O:8]. (6) Given the reactants [N:1]1[CH:2]=[C:3]([C:10]([O:12]CC)=[O:11])[N:4]2[C:9]=1[CH:8]=[CH:7][CH:6]=[N:5]2.C(C1NN=C(C)C=1C(O)=O)(C)C, predict the reaction product. The product is: [N:1]1[CH:2]=[C:3]([C:10]([OH:12])=[O:11])[N:4]2[C:9]=1[CH:8]=[CH:7][CH:6]=[N:5]2. (7) Given the reactants [F:1][C:2]([F:24])([F:23])[C:3]1[CH:4]=[C:5]([C:13]2[N:17]=[CH:16][N:15](/[CH:18]=[CH:19]\[C:20]([OH:22])=O)[N:14]=2)[CH:6]=[C:7]([C:9]([F:12])([F:11])[F:10])[CH:8]=1.[CH3:25][CH:26]1[N:31]([CH2:32][C:33]([NH:35][NH2:36])=[O:34])[CH:30]([CH3:37])[CH2:29][O:28][CH2:27]1.C(P1(=O)OP(CCC)(=O)OP(CCC)(=O)O1)CC.CCN(C(C)C)C(C)C, predict the reaction product. The product is: [F:1][C:2]([F:24])([F:23])[C:3]1[CH:4]=[C:5]([C:13]2[N:17]=[CH:16][N:15](/[CH:18]=[CH:19]\[C:20]([N:35]([C:33](=[O:34])[CH2:32][N:31]3[CH:26]([CH3:25])[CH2:27][O:28][CH2:29][CH:30]3[CH3:37])[NH2:36])=[O:22])[N:14]=2)[CH:6]=[C:7]([C:9]([F:11])([F:12])[F:10])[CH:8]=1. (8) Given the reactants COC1C=CC(P2(SP(C3C=CC(OC)=CC=3)(=S)S2)=[S:10])=CC=1.[CH3:23][C:24]1([CH3:62])[N:28]([C:29]([O:31][C:32]([CH3:35])([CH3:34])[CH3:33])=[O:30])[C@:27]([CH3:61])([C:36]([NH:38][NH:39][C:40](=O)[C:41]2[CH:46]=[CH:45][C:44]([O:47][CH2:48][CH2:49][CH2:50][CH2:51][CH2:52][CH2:53][CH2:54][CH3:55])=[C:43]([C:56]([F:59])([F:58])[F:57])[CH:42]=2)=O)[CH2:26][O:25]1.C([O-])(O)=O.[Na+].CCCCCCC, predict the reaction product. The product is: [CH3:23][C:24]1([CH3:62])[N:28]([C:29]([O:31][C:32]([CH3:35])([CH3:34])[CH3:33])=[O:30])[C@@:27]([CH3:61])([C:36]2[S:10][C:40]([C:41]3[CH:46]=[CH:45][C:44]([O:47][CH2:48][CH2:49][CH2:50][CH2:51][CH2:52][CH2:53][CH2:54][CH3:55])=[C:43]([C:56]([F:59])([F:58])[F:57])[CH:42]=3)=[N:39][N:38]=2)[CH2:26][O:25]1. (9) The product is: [CH2:1]([N:5]1[C:14]2[C:9]([C:10](=[O:16])[NH:11][C:12](=[O:15])[N:13]=2)=[N:8][C:7]2[CH:17]=[C:18]([CH3:22])[C:19]([N:24]([CH3:25])[CH3:23])=[CH:20][C:6]1=2)[CH2:2][CH2:3][CH3:4]. Given the reactants [CH2:1]([N:5]1[C:14]2[C:9]([C:10](=[O:16])[NH:11][C:12](=[O:15])[N:13]=2)=[N:8][C:7]2[CH:17]=[C:18]([CH3:22])[C:19](Cl)=[CH:20][C:6]1=2)[CH2:2][CH2:3][CH3:4].[CH3:23][NH:24][CH3:25], predict the reaction product. (10) Given the reactants [F:1][CH:2]([F:37])[CH2:3][C:4]1[CH:9]=[CH:8][C:7]([CH:10]2[CH2:15][CH:14]([C:16]3[O:20][N:19]=[C:18]([CH2:21][CH2:22][O:23][CH3:24])[N:17]=3)[CH2:13][N:12]([C:25](OC3C=CC([N+]([O-])=O)=CC=3)=[O:26])[CH2:11]2)=[CH:6][CH:5]=1.[NH:38]1[CH2:43][CH2:42][S:41][CH2:40][CH2:39]1.C(N(CC)C(C)C)(C)C, predict the reaction product. The product is: [F:1][CH:2]([F:37])[CH2:3][C:4]1[CH:9]=[CH:8][C:7]([CH:10]2[CH2:15][CH:14]([C:16]3[O:20][N:19]=[C:18]([CH2:21][CH2:22][O:23][CH3:24])[N:17]=3)[CH2:13][N:12]([C:25]([N:38]3[CH2:43][CH2:42][S:41][CH2:40][CH2:39]3)=[O:26])[CH2:11]2)=[CH:6][CH:5]=1.